This data is from Catalyst prediction with 721,799 reactions and 888 catalyst types from USPTO. The task is: Predict which catalyst facilitates the given reaction. Reactant: [O:1]=[S:2]1(=[O:28])[C:7]2[CH:8]=[CH:9][CH:10]=[CH:11][C:6]=2[NH:5][C:4]([C:12]2[C:17](=[O:18])[N:16]([N:19]=[CH:20][CH:21](C)[CH3:22])[C:15]3[CH:24]=[CH:25][S:26][C:14]=3[C:13]=2[OH:27])=[N:3]1.CO.[BH4-].[Li+].Cl. Product: [O:28]=[S:2]1(=[O:1])[C:7]2[CH:8]=[CH:9][CH:10]=[CH:11][C:6]=2[NH:5][C:4]([C:12]2[C:17](=[O:18])[N:16]([NH:19][CH2:20][CH2:21][CH3:22])[C:15]3[CH:24]=[CH:25][S:26][C:14]=3[C:13]=2[OH:27])=[N:3]1. The catalyst class is: 30.